Task: Predict the reaction yield, written as a fraction of the theoretical maximum amount of product (1.0 means a 100% yield; for example, 0.34 means a 34% yield).. Dataset: Reaction yield outcomes from USPTO patents with 853,638 reactions (1) The product is [C:13]12([NH:12][C:10](=[O:11])[NH:9][C@@H:4]([C:5]([CH3:7])([CH3:6])[CH3:8])[C:3]([OH:23])=[O:2])[CH2:14][CH:15]3[CH2:16][CH:17]([CH2:18][CH:19]([CH2:21]3)[CH2:20]1)[CH2:22]2. The catalyst is C1COCC1.CO.O. The yield is 0.920. The reactants are C[O:2][C:3](=[O:23])[C@@H:4]([NH:9][C:10]([NH:12][C:13]12[CH2:22][CH:17]3[CH2:18][CH:19]([CH2:21][CH:15]([CH2:16]3)[CH2:14]1)[CH2:20]2)=[O:11])[C:5]([CH3:8])([CH3:7])[CH3:6].O.[OH-].[Li+]. (2) The reactants are [CH3:1][O:2][C:3]1[CH:4]=[C:5]([CH:8]=[C:9](OC)[C:10]=1[O:11][CH3:12])[CH:6]=[O:7].B(Br)(Br)Br.[OH2:19]. The catalyst is C(Cl)Cl. The product is [OH:19][C:8]1[CH:9]=[C:10]([O:11][CH3:12])[C:3]([O:2][CH3:1])=[CH:4][C:5]=1[CH:6]=[O:7]. The yield is 0.870. (3) The reactants are Br[C:2]1[C:3]([C:10]#[N:11])=[CH:4][S:5][C:6]=1[N+:7]([O-:9])=[O:8].C([Sn](CCCC)(CCCC)[C:17]1[S:21][CH:20]=[N:19][CH:18]=1)CCC.O1CCOCC1. The catalyst is C1C=CC([P]([Pd]([P](C2C=CC=CC=2)(C2C=CC=CC=2)C2C=CC=CC=2)([P](C2C=CC=CC=2)(C2C=CC=CC=2)C2C=CC=CC=2)[P](C2C=CC=CC=2)(C2C=CC=CC=2)C2C=CC=CC=2)(C2C=CC=CC=2)C2C=CC=CC=2)=CC=1.[Cu](I)I.CN(C=O)C. The product is [N+:7]([C:6]1[S:5][CH:4]=[C:3]([C:10]#[N:11])[C:2]=1[C:17]1[S:21][CH:20]=[N:19][CH:18]=1)([O-:9])=[O:8]. The yield is 0.610.